Dataset: Reaction yield outcomes from USPTO patents with 853,638 reactions. Task: Predict the reaction yield, written as a fraction of the theoretical maximum amount of product (1.0 means a 100% yield; for example, 0.34 means a 34% yield). (1) The reactants are [Cl:1][C:2]1[C:11]([NH:12][NH2:13])=[N:10][C:9]2[C:4](=[CH:5][CH:6]=[C:7]([CH3:14])[CH:8]=2)[N:3]=1.[CH:15](OC)(OC)OC. No catalyst specified. The product is [Cl:1][C:2]1[C:11]2[N:10]([CH:15]=[N:13][N:12]=2)[C:9]2[C:4]([N:3]=1)=[CH:5][CH:6]=[C:7]([CH3:14])[CH:8]=2. The yield is 0.620. (2) The product is [F:1][C:2]1([S:12]([C:15]2[CH:20]=[C:19]([C:21]([F:22])([F:24])[F:23])[CH:18]=[C:17]([F:25])[CH:16]=2)(=[O:13])=[O:14])[CH2:11][CH2:10][C:5](=[O:6])[CH2:4][CH2:3]1. The yield is 0.970. The catalyst is CO.O. The reactants are [F:1][C:2]1([S:12]([C:15]2[CH:20]=[C:19]([C:21]([F:24])([F:23])[F:22])[CH:18]=[C:17]([F:25])[CH:16]=2)(=[O:14])=[O:13])[CH2:11][CH2:10][C:5]2(OCC[O:6]2)[CH2:4][CH2:3]1.Cl. (3) The catalyst is CS(C)=O. The product is [CH2:13]([O:20][C:21]1[CH:22]=[CH:23][C:24]([NH:25][C:2]2[C:7]([N+:8]([O-:10])=[O:9])=[C:6]([CH3:11])[CH:5]=[CH:4][N:3]=2)=[CH:26][CH:27]=1)[C:14]1[CH:15]=[CH:16][CH:17]=[CH:18][CH:19]=1. The reactants are Cl[C:2]1[C:7]([N+:8]([O-:10])=[O:9])=[C:6]([CH3:11])[CH:5]=[CH:4][N:3]=1.Cl.[CH2:13]([O:20][C:21]1[CH:27]=[CH:26][C:24]([NH2:25])=[CH:23][CH:22]=1)[C:14]1[CH:19]=[CH:18][CH:17]=[CH:16][CH:15]=1.CCN(C(C)C)C(C)C.O. The yield is 0.930. (4) The yield is 0.440. The reactants are [Cl:1][C:2]1[CH:3]=[C:4]([C:8]2[N:9]=[C:10]([OH:17])[C:11]3[S:16][CH2:15][CH2:14][C:12]=3[N:13]=2)[CH:5]=[CH:6][CH:7]=1.C(N(CC)CC)C.[F:25][C:26]([F:32])([F:31])[S:27](O)(=[O:29])=[O:28]. The product is [F:25][C:26]([F:32])([F:31])[S:27]([O:17][C:10]1[C:11]2[S:16][CH2:15][CH2:14][C:12]=2[N:13]=[C:8]([C:4]2[CH:5]=[CH:6][CH:7]=[C:2]([Cl:1])[CH:3]=2)[N:9]=1)(=[O:29])=[O:28]. The catalyst is C(Cl)Cl. (5) The reactants are [CH2:1]([N:3]1[C:7]([C:8]2[CH:9]=[C:10]3[C:15](=[CH:16][C:17]=2[C:18]([F:21])([F:20])[F:19])[NH:14][C:13](=[O:22])[N:12]([NH:23][S:24]([CH3:27])(=[O:26])=[O:25])[C:11]3=[O:28])=[CH:6][CH:5]=[N:4]1)[CH3:2].C(N(CC)CC)C.Cl[C:37]([O:39][CH3:40])=[O:38]. The catalyst is C(Cl)Cl. The product is [CH3:40][O:39][C:37](=[O:38])[N:23]([N:12]1[C:11](=[O:28])[C:10]2[C:15](=[CH:16][C:17]([C:18]([F:20])([F:21])[F:19])=[C:8]([C:7]3[N:3]([CH2:1][CH3:2])[N:4]=[CH:5][CH:6]=3)[CH:9]=2)[NH:14][C:13]1=[O:22])[S:24]([CH3:27])(=[O:25])=[O:26]. The yield is 0.666. (6) The reactants are [CH3:1][C:2]([CH2:6][CH2:7][CH:8]=[C:9]([CH3:16])[CH2:10][CH2:11][CH:12]=[C:13]([CH3:15])[CH3:14])=[CH:3][CH:4]=[O:5].CC(=CC)C.O.O.P([O-])(O)(O)=[O:25].[Na+].Cl([O-])=O.[Na+]. The catalyst is C(O)(C)(C)C.O.C(OCC)(=O)C.CCCCCC. The product is [CH3:1][C:2]([CH2:6][CH2:7][CH:8]=[C:9]([CH3:16])[CH2:10][CH2:11][CH:12]=[C:13]([CH3:15])[CH3:14])=[CH:3][C:4]([OH:25])=[O:5]. The yield is 0.620.